Task: Predict the product of the given reaction.. Dataset: Forward reaction prediction with 1.9M reactions from USPTO patents (1976-2016) (1) Given the reactants [O:1]=[C:2]1[N:6]2[CH:7]=[CH:8][C:9]3[C:10](=[O:38])[C:11]([C:21]4[CH:22]=[CH:23][C:24]([C:27]5([NH:31]S(C(C)(C)C)=O)[CH2:30][CH2:29][CH2:28]5)=[N:25][CH:26]=4)=[C:12]([C:15]4[CH:20]=[CH:19][CH:18]=[CH:17][CH:16]=4)[O:13][C:14]=3[C:5]2=[N:4][N:3]1COCC[Si](C)(C)C.Cl.O1CCOCC1, predict the reaction product. The product is: [NH2:31][C:27]1([C:24]2[N:25]=[CH:26][C:21]([C:11]3[C:10](=[O:38])[C:9]4[CH:8]=[CH:7][N:6]5[C:2](=[O:1])[NH:3][N:4]=[C:5]5[C:14]=4[O:13][C:12]=3[C:15]3[CH:20]=[CH:19][CH:18]=[CH:17][CH:16]=3)=[CH:22][CH:23]=2)[CH2:30][CH2:29][CH2:28]1. (2) The product is: [CH3:20][NH:21][C:22]([C:24]1[C:25]2[CH:33]=[CH:32][C:31]([O:34][C:2]3[CH:7]=[CH:6][N:5]=[C:4]4[CH:8]=[C:9]([C:11]([N:13]5[CH2:17][CH2:16][C@@H:15]([O:18][CH3:19])[CH2:14]5)=[O:12])[S:10][C:3]=34)=[CH:30][C:26]=2[S:27][C:28]=1[CH3:29])=[O:23]. Given the reactants Cl[C:2]1[CH:7]=[CH:6][N:5]=[C:4]2[CH:8]=[C:9]([C:11]([N:13]3[CH2:17][CH2:16][C@@H:15]([O:18][CH3:19])[CH2:14]3)=[O:12])[S:10][C:3]=12.[CH3:20][NH:21][C:22]([C:24]1[C:25]2[CH:33]=[CH:32][C:31]([OH:34])=[CH:30][C:26]=2[S:27][C:28]=1[CH3:29])=[O:23].C([O-])([O-])=O.[Cs+].[Cs+], predict the reaction product. (3) Given the reactants [C:1]([O:5][C:6]([N:8]1[CH2:13][CH:12]=[C:11]([C:14]2[N:19]3[CH:20]=[N:21][N:22]=[C:18]3[C:17]([C:23]3[CH:28]=[CH:27][CH:26]=[C:25]([C:29]([F:32])([F:31])[F:30])[CH:24]=3)=[C:16]([C:33]3[CH:38]=[CH:37][N:36]=[C:35]([NH:39][C@H:40]([C:42]4[CH:47]=[CH:46][CH:45]=[CH:44][CH:43]=4)[CH3:41])[CH:34]=3)[N:15]=2)[CH2:10][CH2:9]1)=[O:7])([CH3:4])([CH3:3])[CH3:2], predict the reaction product. The product is: [C:1]([O:5][C:6]([N:8]1[CH2:13][CH2:12][CH:11]([C:14]2[N:19]3[CH:20]=[N:21][N:22]=[C:18]3[C:17]([C:23]3[CH:28]=[CH:27][CH:26]=[C:25]([C:29]([F:31])([F:32])[F:30])[CH:24]=3)=[C:16]([C:33]3[CH:38]=[CH:37][N:36]=[C:35]([NH:39][C@H:40]([C:42]4[CH:43]=[CH:44][CH:45]=[CH:46][CH:47]=4)[CH3:41])[CH:34]=3)[N:15]=2)[CH2:10][CH2:9]1)=[O:7])([CH3:2])([CH3:3])[CH3:4]. (4) Given the reactants Cl.[Cl:2]C1C=CC=CC=1NC(NC1C=CC(C2SC(C3CCNCC3)=NC=2)=CC=1)=O.[F:30][C:31]1[CH:36]=[CH:35][CH:34]=[CH:33][C:32]=1[NH:37][C:38](=[O:64])[NH:39][C:40]1[CH:45]=[CH:44][C:43]([C:46]2[S:50][C:49]([CH:51]3[CH2:56][CH2:55][N:54](C(OC(C)(C)C)=O)[CH2:53][CH2:52]3)=[N:48][CH:47]=2)=[CH:42][CH:41]=1.Cl, predict the reaction product. The product is: [ClH:2].[F:30][C:31]1[CH:36]=[CH:35][CH:34]=[CH:33][C:32]=1[NH:37][C:38]([NH:39][C:40]1[CH:41]=[CH:42][C:43]([C:46]2[S:50][C:49]([CH:51]3[CH2:56][CH2:55][NH:54][CH2:53][CH2:52]3)=[N:48][CH:47]=2)=[CH:44][CH:45]=1)=[O:64].